From a dataset of Reaction yield outcomes from USPTO patents with 853,638 reactions. Predict the reaction yield, written as a fraction of the theoretical maximum amount of product (1.0 means a 100% yield; for example, 0.34 means a 34% yield). (1) The reactants are [CH:1]([C@H:4]1[NH:8][S:7](=[O:10])(=[O:9])[N:6]([CH2:11][C:12]2[CH:17]=[CH:16][C:15]([O:18][CH3:19])=[CH:14][CH:13]=2)[C:5]1=[O:20])([CH3:3])[CH3:2].[H-].[Na+].CS(O[CH2:28][CH2:29][C:30]1[C:31]([CH3:46])=[N:32][N:33]([CH3:45])[C:34]=1[N:35]1[C:43]2[C:38](=[CH:39][C:40]([Cl:44])=[CH:41][CH:42]=2)[CH:37]=[CH:36]1)(=O)=O.O. The catalyst is CN(C)C=O. The product is [Cl:44][C:40]1[CH:39]=[C:38]2[C:43](=[CH:42][CH:41]=1)[N:35]([C:34]1[N:33]([CH3:45])[N:32]=[C:31]([CH3:46])[C:30]=1[CH2:29][CH2:28][N:8]1[S:7](=[O:9])(=[O:10])[N:6]([CH2:11][C:12]3[CH:17]=[CH:16][C:15]([O:18][CH3:19])=[CH:14][CH:13]=3)[C:5](=[O:20])[C@H:4]1[CH:1]([CH3:3])[CH3:2])[CH:36]=[CH:37]2. The yield is 0.590. (2) The reactants are [F:1][C:2]1[CH:3]=[C:4]([NH:24][C:25]([C:27]2[C:28](=[O:40])[N:29]([C:33]3[CH:38]=[CH:37][C:36]([F:39])=[CH:35][CH:34]=3)[N:30]=[CH:31][CH:32]=2)=[O:26])[CH:5]=[CH:6][C:7]=1[O:8][C:9]1[CH:14]=[CH:13][N:12]=[C:11]2[CH:15]=[C:16]([CH:18]3[CH2:23][CH2:22][NH:21][CH2:20][CH2:19]3)[S:17][C:10]=12.[CH:41](=O)[CH3:42].[BH-](OC(C)=O)(OC(C)=O)OC(C)=O.[Na+]. The catalyst is C1COCC1. The product is [CH2:41]([N:21]1[CH2:20][CH2:19][CH:18]([C:16]2[S:17][C:10]3[C:11](=[N:12][CH:13]=[CH:14][C:9]=3[O:8][C:7]3[CH:6]=[CH:5][C:4]([NH:24][C:25]([C:27]4[C:28](=[O:40])[N:29]([C:33]5[CH:34]=[CH:35][C:36]([F:39])=[CH:37][CH:38]=5)[N:30]=[CH:31][CH:32]=4)=[O:26])=[CH:3][C:2]=3[F:1])[CH:15]=2)[CH2:23][CH2:22]1)[CH3:42]. The yield is 0.0214. (3) The reactants are [CH3:1][O:2][C:3]1[CH:12]=[CH:11][C:6]2[NH:7][C:8](=[O:10])[O:9][C:5]=2[CH:4]=1.[H-].[Na+].Br[CH2:16][C:17]([O:19][CH2:20][CH3:21])=[O:18].FC(F)(F)C(O)=O. The catalyst is C1COCC1.CC#N.O. The product is [CH3:1][O:2][C:3]1[CH:12]=[CH:11][C:6]2[N:7]([CH2:16][C:17]([O:19][CH2:20][CH3:21])=[O:18])[C:8](=[O:10])[O:9][C:5]=2[CH:4]=1. The yield is 0.810. (4) The reactants are [CH3:1][C:2]1[N:6]([CH2:7][C:8]2[C:17]3[C:12](=[CH:13][CH:14]=[CH:15][CH:16]=3)[CH:11]=[CH:10][CH:9]=2)[C:5]2[CH:18]=[C:19]([N:25]3[CH2:30][CH2:29][O:28][CH2:27][CH2:26]3)[CH:20]=[C:21]([C:22]([NH2:24])=[O:23])[C:4]=2[N:3]=1. The catalyst is CN(C(OC)OC)C. The product is [CH3:5][N:6](/[CH:7]=[N:24]/[C:22]([C:21]1[C:4]2[N:3]=[C:2]([CH3:1])[N:6]([CH2:7][C:8]3[C:17]4[C:12](=[CH:13][CH:14]=[CH:15][CH:16]=4)[CH:11]=[CH:10][CH:9]=3)[C:5]=2[CH:18]=[C:19]([N:25]2[CH2:30][CH2:29][O:28][CH2:27][CH2:26]2)[CH:20]=1)=[O:23])[CH3:2]. The yield is 0.760. (5) The reactants are [OH:1][N:2]=[CH:3][CH:4]1[CH2:8][CH2:7][CH2:6][N:5]1[C:9](=[O:28])[CH2:10][C:11]1[CH:16]=[CH:15][C:14]([NH:17][C:18]([NH:20][C:21]2[CH:26]=[CH:25][CH:24]=[CH:23][C:22]=2[CH3:27])=[O:19])=[CH:13][CH:12]=1.[CH3:29][O:30][C:31](=[O:44])[CH:32]([NH:36][C:37]([O:39][C:40]([CH3:43])([CH3:42])[CH3:41])=[O:38])[CH2:33][C:34]#[CH:35].C(N(CC)CC)C.Cl[O-].[Na+]. The catalyst is ClCCl. The product is [CH3:29][O:30][C:31](=[O:44])[CH:32]([NH:36][C:37]([O:39][C:40]([CH3:42])([CH3:41])[CH3:43])=[O:38])[CH2:33][C:34]1[O:1][N:2]=[C:3]([CH:4]2[CH2:8][CH2:7][CH2:6][N:5]2[C:9](=[O:28])[CH2:10][C:11]2[CH:12]=[CH:13][C:14]([NH:17][C:18]([NH:20][C:21]3[CH:26]=[CH:25][CH:24]=[CH:23][C:22]=3[CH3:27])=[O:19])=[CH:15][CH:16]=2)[CH:35]=1. The yield is 0.140. (6) The reactants are Cl[CH2:2][C:3]1[CH:29]=[CH:28][C:6]([C:7]([NH:9][C:10]2[S:11][C:12]([C:20]([CH:22]3[CH2:27][CH2:26][O:25][CH2:24][CH2:23]3)=[O:21])=[C:13]([C:15]3[O:16][CH:17]=[CH:18][CH:19]=3)[N:14]=2)=[O:8])=[CH:5][CH:4]=1.[NH:30]1[CH2:35][CH2:34][CH2:33][CH2:32][CH2:31]1. The catalyst is C1COCC1. The product is [O:16]1[CH:17]=[CH:18][CH:19]=[C:15]1[C:13]1[N:14]=[C:10]([NH:9][C:7](=[O:8])[C:6]2[CH:28]=[CH:29][C:3]([CH2:2][N:30]3[CH2:35][CH2:34][CH2:33][CH2:32][CH2:31]3)=[CH:4][CH:5]=2)[S:11][C:12]=1[C:20]([CH:22]1[CH2:27][CH2:26][O:25][CH2:24][CH2:23]1)=[O:21]. The yield is 0.690. (7) The reactants are C1(P(C2C=CC=CC=2)C2C=CC=CC=2)C=CC=CC=1.BrN1C(=O)CCC1=O.[Cl:28][C:29]1[CH:30]=[C:31](/[C:41](=[CH:45]\[CH:46]2[CH2:51][CH2:50][CH2:49][CH2:48][CH2:47]2)/[C:42](O)=[O:43])[CH:32]=[CH:33][C:34]=1[N:35]1[C:39]([CH3:40])=[N:38][N:37]=[N:36]1.[NH2:52][C:53]1[S:54][CH:55]=[CH:56][N:57]=1. The catalyst is C(Cl)Cl. The product is [Cl:28][C:29]1[CH:30]=[C:31](/[C:41](=[CH:45]\[CH:46]2[CH2:51][CH2:50][CH2:49][CH2:48][CH2:47]2)/[C:42]([NH:52][C:53]2[S:54][CH:55]=[CH:56][N:57]=2)=[O:43])[CH:32]=[CH:33][C:34]=1[N:35]1[C:39]([CH3:40])=[N:38][N:37]=[N:36]1. The yield is 0.360. (8) The reactants are [CH3:1][NH:2][C:3]1[N:8]=[C:7]([C:9]2[S:10][C:11]3[CH:19]=[CH:18][CH:17]=[CH:16][C:12]=3[C:13](=[O:15])[N:14]=2)[CH:6]=[CH:5][CH:4]=1.[O:20]1[CH:24]=[CH:23][CH:22]=[C:21]1[C:25](Cl)=[O:26].CN(C)C(=O)C. The catalyst is O. The product is [CH3:1][N:2]([C:3]1[CH:4]=[CH:5][CH:6]=[C:7]([C:9]2[S:10][C:11]3[CH:19]=[CH:18][CH:17]=[CH:16][C:12]=3[C:13](=[O:15])[N:14]=2)[N:8]=1)[C:25]([C:21]1[O:20][CH:24]=[CH:23][CH:22]=1)=[O:26]. The yield is 0.630. (9) The reactants are [Cl:1][C:2]1[N:3]=[C:4]([C:9]([NH:11][C@H:12]2[CH2:17][CH2:16][N:15](C(OC(C)(C)C)=O)[CH2:14][C@H:13]2[NH:25][CH:26]2[CH2:28][CH2:27]2)=[O:10])[NH:5][C:6]=1[CH2:7][CH3:8].Cl.O1CCOCC1.Br[C:37]1[S:38][C:39]2[C:45]([C:46]([O:48][CH2:49][CH3:50])=[O:47])=[CH:44][CH:43]=[CH:42][C:40]=2[N:41]=1.C(=O)([O-])[O-].[Na+].[Na+]. No catalyst specified. The product is [Cl:1][C:2]1[N:3]=[C:4]([C:9]([NH:11][C@H:12]2[CH2:17][CH2:16][N:15]([C:37]3[S:38][C:39]4[C:45]([C:46]([O:48][CH2:49][CH3:50])=[O:47])=[CH:44][CH:43]=[CH:42][C:40]=4[N:41]=3)[CH2:14][C@H:13]2[NH:25][CH:26]2[CH2:27][CH2:28]2)=[O:10])[NH:5][C:6]=1[CH2:7][CH3:8]. The yield is 0.260.